Task: Predict the product of the given reaction.. Dataset: Forward reaction prediction with 1.9M reactions from USPTO patents (1976-2016) (1) Given the reactants [NH2:1][C:2]1[O:6][N:5]=[C:4]([CH3:7])[CH:3]=1.[C:8](O[C:8]([O:10][C:11]([CH3:14])([CH3:13])[CH3:12])=[O:9])([O:10][C:11]([CH3:14])([CH3:13])[CH3:12])=[O:9], predict the reaction product. The product is: [C:11]([O:10][C:8]([NH:1][C:2]1[O:6][N:5]=[C:4]([CH3:7])[CH:3]=1)=[O:9])([CH3:14])([CH3:13])[CH3:12]. (2) Given the reactants [N+:1]([C:4]1[CH:5]=[CH:6][CH:7]=[C:8]2[C:13]=1[NH:12][C:11]([C:14]1[CH:19]=[CH:18][N:17]=[CH:16][CH:15]=1)=[CH:10][C:9]2=[O:20])([O-])=O, predict the reaction product. The product is: [NH2:1][C:4]1[CH:5]=[CH:6][CH:7]=[C:8]2[C:13]=1[NH:12][C:11]([C:14]1[CH:19]=[CH:18][N:17]=[CH:16][CH:15]=1)=[CH:10][C:9]2=[O:20]. (3) The product is: [C:1]([O:5][C:6]([NH:8][C@@H:9]([CH2:16][CH:17]([CH3:19])[CH3:18])/[CH:10]=[CH:11]/[CH2:12][C:13]([OH:15])=[O:14])=[O:7])([CH3:4])([CH3:3])[CH3:2].[CH3:28][C:25]1([CH3:29])[N:26]([O:27])[C:21]([CH3:31])([CH3:20])[CH2:22][CH2:23][CH2:24]1. Given the reactants [C:1]([O:5][C:6]([NH:8][C@@H:9]([CH2:16][CH:17]([CH3:19])[CH3:18])/[CH:10]=[CH:11]/[CH2:12][C:13]([OH:15])=[O:14])=[O:7])([CH3:4])([CH3:3])[CH3:2].[CH3:20][C:21]1([CH3:31])[N:26]([O:27])[C:25]([CH3:29])([CH3:28])[CH2:24][CH:23](N)[CH2:22]1.CCN=C=NCCCN(C)C, predict the reaction product. (4) Given the reactants [BH4-].[Na+].[Se].Cl[CH2:5][C@@H:6]([C:8]([OH:10])=[O:9])[NH2:7].Cl.[SeH2:12].Cl.NO, predict the reaction product. The product is: [CH2:5]([Se:12][Se:12][CH2:5][C@H:6]([NH2:7])[C:8]([OH:10])=[O:9])[C@H:6]([NH2:7])[C:8]([OH:10])=[O:9].